This data is from Full USPTO retrosynthesis dataset with 1.9M reactions from patents (1976-2016). The task is: Predict the reactants needed to synthesize the given product. (1) Given the product [C:12]([C:24]1[CH:31]=[CH:30][C:27]([CH2:28][NH:7][C:6]2[CH:8]=[CH:9][C:3]([C:2]([F:10])([F:11])[F:1])=[CH:4][CH:5]=2)=[CH:26][CH:25]=1)#[C:13][CH2:14][CH2:15][CH2:16][CH2:17][CH2:18][CH2:19][CH2:20][CH2:21][CH2:22][CH3:23], predict the reactants needed to synthesize it. The reactants are: [F:1][C:2]([F:11])([F:10])[C:3]1[CH:9]=[CH:8][C:6]([NH2:7])=[CH:5][CH:4]=1.[C:12]([C:24]1[CH:31]=[CH:30][C:27]([CH:28]=O)=[CH:26][CH:25]=1)#[C:13][CH2:14][CH2:15][CH2:16][CH2:17][CH2:18][CH2:19][CH2:20][CH2:21][CH2:22][CH3:23]. (2) Given the product [CH3:1][C:2]1[C:6]([C:7]2[CH:12]=[CH:11][N:10]=[CH:9][CH:8]=2)=[C:5]([CH2:13][CH2:14][C:15]2[CH:20]=[CH:19][CH:18]=[CH:17][CH:16]=2)[NH:4][N:3]=1, predict the reactants needed to synthesize it. The reactants are: [CH3:1][C:2]1[C:6]([C:7]2[CH:12]=[CH:11][N:10]=[CH:9][CH:8]=2)=[C:5]([CH:13]=[CH:14][C:15]2[CH:20]=[CH:19][CH:18]=[CH:17][CH:16]=2)[NH:4][N:3]=1. (3) The reactants are: [NH2:1][C:2]([C:4]1[CH:5]=[C:6]([CH:10]=[C:11]([C:13]([N:15]([CH2:19][CH2:20][CH3:21])[CH2:16][CH2:17][CH3:18])=[O:14])[CH:12]=1)[C:7]([OH:9])=O)=[O:3].FC(F)(F)C(O)=O.N[C@@H:30]([CH2:44][C:45]1[CH:50]=[C:49](F)[CH:48]=[C:47](F)[CH:46]=1)[C@H:31]([OH:43])[CH2:32][NH:33][CH2:34][C:35]1[CH:40]=[CH:39][CH:38]=[C:37]([O:41][CH3:42])[CH:36]=1. Given the product [CH2:44]([C@H:30]([NH:1][C:2](=[O:3])[C:4]1[CH:5]=[C:6]([CH2:7][OH:9])[CH:10]=[C:11]([C:13]([N:15]([CH2:19][CH2:20][CH3:21])[CH2:16][CH2:17][CH3:18])=[O:14])[CH:12]=1)[C@H:31]([OH:43])[CH2:32][NH:33][CH2:34][C:35]1[CH:40]=[CH:39][CH:38]=[C:37]([O:41][CH3:42])[CH:36]=1)[C:45]1[CH:50]=[CH:49][CH:48]=[CH:47][CH:46]=1, predict the reactants needed to synthesize it. (4) Given the product [C:1]([C:3]1[C:4]([N:18]2[CH2:21][CH:20]([C:22](=[O:23])[NH:38][S:35]([CH2:34][C:27]3[C:28]([F:33])=[CH:29][CH:30]=[C:31]([F:32])[C:26]=3[F:25])(=[O:36])=[O:37])[CH2:19]2)=[N:5][C:6]([C:14]([F:17])([F:16])[F:15])=[C:7]([CH:8]=1)[C:9]([O:11][CH2:12][CH3:13])=[O:10])#[N:2], predict the reactants needed to synthesize it. The reactants are: [C:1]([C:3]1[C:4]([N:18]2[CH2:21][CH:20]([C:22](O)=[O:23])[CH2:19]2)=[N:5][C:6]([C:14]([F:17])([F:16])[F:15])=[C:7]([C:9]([O:11][CH2:12][CH3:13])=[O:10])[CH:8]=1)#[N:2].[F:25][C:26]1[C:31]([F:32])=[CH:30][CH:29]=[C:28]([F:33])[C:27]=1[CH2:34][S:35]([NH2:38])(=[O:37])=[O:36]. (5) The reactants are: [CH3:1][C:2]([C:6]1[CH:15]=[CH:14][C:13]2[C:12]([CH3:17])([CH3:16])[CH2:11][CH2:10][C:9]([CH3:19])([CH3:18])[C:8]=2[CH:7]=1)([CH3:5])[CH2:3][OH:4].C1(P(C2C=CC=CC=2)C2C=CC=CC=2)C=CC=CC=1.O[C:40]1[CH:49]=[CH:48][C:43]([C:44]([O:46][CH3:47])=[O:45])=[CH:42][CH:41]=1.N(C(OCC)=O)=NC(OCC)=O. Given the product [CH3:5][C:2]([C:6]1[CH:15]=[CH:14][C:13]2[C:12]([CH3:17])([CH3:16])[CH2:11][CH2:10][C:9]([CH3:19])([CH3:18])[C:8]=2[CH:7]=1)([CH3:1])[CH2:3][O:4][C:40]1[CH:49]=[CH:48][C:43]([C:44]([O:46][CH3:47])=[O:45])=[CH:42][CH:41]=1, predict the reactants needed to synthesize it. (6) Given the product [CH3:1][O:2][C:3]1[CH:22]=[CH:21][CH:20]=[CH:19][C:4]=1[CH2:5][NH:6][C:7]1[CH:16]=[CH:15][C:14]2[C:9](=[CH:10][CH:11]=[C:12]([CH2:17][OH:18])[CH:13]=2)[N:8]=1, predict the reactants needed to synthesize it. The reactants are: [CH3:1][O:2][C:3]1[CH:22]=[CH:21][CH:20]=[CH:19][C:4]=1[CH2:5][NH:6][C:7]1[CH:16]=[CH:15][C:14]2[C:9](=[CH:10][CH:11]=[C:12]([CH:17]=[O:18])[CH:13]=2)[N:8]=1.[BH4-].[Na+]. (7) Given the product [NH2:40][C:37]1[N:36]=[CH:35][C:34]([C:32]2[N:31]=[C:30]3[C:26]([N:27]=[C:28]([N:46]4[CH2:47][CH2:48][N:49]([CH:10]=[O:11])[CH2:50][CH2:51]4)[N:29]3[CH2:41][C:42]([F:44])([F:43])[F:45])=[C:25]([N:19]3[CH2:24][CH2:23][O:22][CH2:21][CH2:20]3)[N:33]=2)=[CH:39][N:38]=1, predict the reactants needed to synthesize it. The reactants are: N1([CH:10]=[O:11])C2C=CC=CC=2N=N1.FC(F)(F)C(O)=O.[N:19]1([C:25]2[N:33]=[C:32]([C:34]3[CH:35]=[N:36][C:37]([NH2:40])=[N:38][CH:39]=3)[N:31]=[C:30]3[C:26]=2[N:27]=[C:28]([N:46]2[CH2:51][CH2:50][NH:49][CH2:48][CH2:47]2)[N:29]3[CH2:41][C:42]([F:45])([F:44])[F:43])[CH2:24][CH2:23][O:22][CH2:21][CH2:20]1.